This data is from Reaction yield outcomes from USPTO patents with 853,638 reactions. The task is: Predict the reaction yield, written as a fraction of the theoretical maximum amount of product (1.0 means a 100% yield; for example, 0.34 means a 34% yield). (1) The reactants are Br[CH2:2][CH2:3][CH2:4][Cl:5].[NH:6]1[CH2:11][CH2:10][O:9][CH2:8][CH2:7]1. The catalyst is C1(C)C=CC=CC=1. The product is [Cl:5][CH2:4][CH2:3][CH2:2][N:6]1[CH2:11][CH2:10][O:9][CH2:8][CH2:7]1. The yield is 0.960. (2) The reactants are [CH3:1][O:2][C:3]1[C:4]([O:15][CH2:16][CH2:17][CH2:18][C:19]([O:21][CH3:22])=[O:20])=[CH:5][C:6]([N+:12]([O-:14])=[O:13])=[C:7]([CH:11]=1)[C:8]([OH:10])=O.[C:23](Cl)(=[O:27])[C:24](Cl)=O.C([N:31]([CH2:34][CH3:35])CC)C.[CH2:36](Cl)Cl. The catalyst is CN(C=O)C. The product is [CH3:22][O:21][C:19](=[O:20])[CH2:18][CH2:17][CH2:16][O:15][C:4]1[CH:5]=[C:6]([N+:12]([O-:14])=[O:13])[C:7]([C:8]([N:31]2[CH2:34][CH2:35][CH2:36][CH:24]2[CH2:23][OH:27])=[O:10])=[CH:11][C:3]=1[O:2][CH3:1]. The yield is 1.00.